Dataset: Reaction yield outcomes from USPTO patents with 853,638 reactions. Task: Predict the reaction yield, written as a fraction of the theoretical maximum amount of product (1.0 means a 100% yield; for example, 0.34 means a 34% yield). (1) The reactants are [CH2:1]([NH:8][C:9]1([C:12]2[CH:17]=[CH:16][C:15]([C:18]#[CH:19])=[CH:14][CH:13]=2)[CH2:11][CH2:10]1)[C:2]1[CH:7]=[CH:6][CH:5]=[CH:4][CH:3]=1.[CH2:20]([O:22][C:23](=[O:31])[C:24]1[CH:29]=[CH:28][C:27](I)=[CH:26][CH:25]=1)[CH3:21]. The catalyst is C(N(CC)CC)C.[Cu]I.Cl[Pd](Cl)([P](C1C=CC=CC=1)(C1C=CC=CC=1)C1C=CC=CC=1)[P](C1C=CC=CC=1)(C1C=CC=CC=1)C1C=CC=CC=1. The product is [CH2:1]([NH:8][C:9]1([C:12]2[CH:13]=[CH:14][C:15]([C:18]#[C:19][C:27]3[CH:28]=[CH:29][C:24]([C:23]([O:22][CH2:20][CH3:21])=[O:31])=[CH:25][CH:26]=3)=[CH:16][CH:17]=2)[CH2:11][CH2:10]1)[C:2]1[CH:3]=[CH:4][CH:5]=[CH:6][CH:7]=1. The yield is 0.900. (2) The product is [C:6]1([C@H:5]([N:12]2[CH2:20][CH:19]=[CH:18][CH2:17]2)[C:3]([O:2][CH3:1])=[O:4])[CH:11]=[CH:10][CH:9]=[CH:8][CH:7]=1. The catalyst is CCCCCC.C(OCC)(=O)C. The yield is 0.650. The reactants are [CH3:1][O:2][C:3]([C@@H:5]([NH2:12])[C:6]1[CH:11]=[CH:10][CH:9]=[CH:8][CH:7]=1)=[O:4].ClCCl.Cl[CH2:17]/[CH:18]=[CH:19]\[CH2:20]Cl.CCCCCC. (3) The reactants are [Cl:1][C:2]1[CH:3]=[C:4]([CH3:33])[C:5]([CH2:8][N:9]([CH2:16][C:17]2[C:22]([C:23]([C:26]3[CH:31]=[CH:30][C:29]([F:32])=[CH:28][CH:27]=3)([CH3:25])[CH3:24])=[CH:21][CH:20]=[CH:19][N:18]=2)[CH:10]2[CH2:15][CH2:14][NH:13][CH2:12][CH2:11]2)=[N:6][CH:7]=1.[O:34]([C:41]([NH:43][OH:44])=O)C1C=CC=CC=1. The catalyst is C1COCC1. The product is [OH:44][NH:43][C:41]([N:13]1[CH2:14][CH2:15][CH:10]([N:9]([CH2:8][C:5]2[C:4]([CH3:33])=[CH:3][C:2]([Cl:1])=[CH:7][N:6]=2)[CH2:16][C:17]2[C:22]([C:23]([C:26]3[CH:31]=[CH:30][C:29]([F:32])=[CH:28][CH:27]=3)([CH3:25])[CH3:24])=[CH:21][CH:20]=[CH:19][N:18]=2)[CH2:11][CH2:12]1)=[O:34]. The yield is 0.450. (4) The reactants are [CH2:1]([N:8]([CH2:16][CH:17]1[CH2:22][CH2:21][N:20]([C:23]([C:25]2([C:29]([F:32])([F:31])[F:30])[CH2:28][CH2:27][CH2:26]2)=O)[CH2:19][CH2:18]1)[C:9]1[CH:14]=[CH:13][C:12]([Br:15])=[CH:11][CH:10]=1)[C:2]1[CH:7]=[CH:6][CH:5]=[CH:4][CH:3]=1. The catalyst is C1COCC1. The product is [CH2:1]([N:8]([CH2:16][CH:17]1[CH2:22][CH2:21][N:20]([CH2:23][C:25]2([C:29]([F:32])([F:31])[F:30])[CH2:28][CH2:27][CH2:26]2)[CH2:19][CH2:18]1)[C:9]1[CH:10]=[CH:11][C:12]([Br:15])=[CH:13][CH:14]=1)[C:2]1[CH:3]=[CH:4][CH:5]=[CH:6][CH:7]=1. The yield is 0.750. (5) The reactants are [N:1]([CH:4]([C:8]1[N:9]([CH2:19][C:20]2[CH:25]=[CH:24][CH:23]=[CH:22][CH:21]=2)[C:10](=[O:18])[C:11]2[C:16]([CH3:17])=[N:15][O:14][C:12]=2[N:13]=1)[CH:5]([CH3:7])[CH3:6])=[N+]=[N-].C1(P(C2C=CC=CC=2)C2C=CC=CC=2)C=CC=CC=1.O. The catalyst is C1COCC1. The product is [NH2:1][CH:4]([C:8]1[N:9]([CH2:19][C:20]2[CH:21]=[CH:22][CH:23]=[CH:24][CH:25]=2)[C:10](=[O:18])[C:11]2[C:16]([CH3:17])=[N:15][O:14][C:12]=2[N:13]=1)[CH:5]([CH3:7])[CH3:6]. The yield is 0.680. (6) The reactants are [N:1]1([CH:10]([NH:14][C:15]([O:17][CH2:18][C:19]2[CH:24]=[CH:23][CH:22]=[CH:21][CH:20]=2)=[O:16])[C:11](O)=[O:12])C2C=CC=CC=2N=N1.C(Cl)(=O)C(Cl)=O.[NH2:31][C:32]1[CH:37]=[C:36]([Br:38])[CH:35]=[CH:34][C:33]=1[C:39](=O)[CH3:40].CN1CCOCC1.C([O-])(=O)C.[NH4+].[OH-].[Na+]. The catalyst is C(Cl)Cl.O1CCCC1.O.CN(C)C=O. The product is [Br:38][C:36]1[CH:35]=[CH:34][C:33]2[C:39]([CH3:40])=[N:1][CH:10]([NH:14][C:15](=[O:16])[O:17][CH2:18][C:19]3[CH:24]=[CH:23][CH:22]=[CH:21][CH:20]=3)[C:11](=[O:12])[NH:31][C:32]=2[CH:37]=1. The yield is 0.530. (7) The yield is 0.640. The catalyst is CO. The product is [Cl:3][C:4]1[CH:9]=[C:8]([O:10][CH3:11])[CH:7]=[CH:6][C:5]=1[CH:12]([OH:16])[C:13]([OH:19])=[O:14]. The reactants are [OH-].[Na+].[Cl:3][C:4]1[CH:9]=[C:8]([O:10][CH3:11])[CH:7]=[CH:6][C:5]=1[CH:12]1[O:16]C(C)(C)[O:14][C:13]1=[O:19]. (8) The product is [O:33]1[C:38]2[CH:39]=[CH:40][CH:41]=[CH:42][C:37]=2[O:36][CH2:35][CH:34]1[C:3](=[O:22])[CH2:4][C:5]1[N:9]2[CH:10]=[C:11]([CH3:14])[CH:12]=[CH:13][C:8]2=[N:7][C:6]=1[C:15]1[CH:20]=[CH:19][C:18]([CH3:21])=[CH:17][CH:16]=1. The reactants are CO[C:3](=[O:22])[CH2:4][C:5]1[N:9]2[CH:10]=[C:11]([CH3:14])[CH:12]=[CH:13][C:8]2=[N:7][C:6]=1[C:15]1[CH:20]=[CH:19][C:18]([CH3:21])=[CH:17][CH:16]=1.C[Si](C)(C)[N-][Si](C)(C)C.[K+].[O:33]1[C:38]2[CH:39]=[CH:40][CH:41]=[CH:42][C:37]=2[O:36][CH2:35][CH:34]1C(Cl)=O.Cl.C([O-])([O-])=O.[K+].[K+]. The catalyst is C1COCC1.C(O)(=O)C. The yield is 0.0200. (9) The reactants are [N:1]1([C:6]2[N:11]=[C:10]([C:12]3[CH:13]=[C:14]([NH:18][C:19](=[O:31])[NH:20][C:21]4[CH:30]=[CH:29][CH:28]=[CH:27][C:22]=4[C:23](OC)=[O:24])[CH:15]=[CH:16][CH:17]=3)[CH:9]=[CH:8][CH:7]=2)[CH2:5][CH2:4][CH2:3][CH2:2]1.[H-].[Al+3].[Li+].[H-].[H-].[H-]. The catalyst is O1CCCC1.C(Cl)Cl.[C@H](O)(C([O-])=O)[C@@H](O)C([O-])=O.[Na+].[K+]. The product is [OH:24][CH2:23][C:22]1[CH:27]=[CH:28][CH:29]=[CH:30][C:21]=1[NH:20][C:19]([NH:18][C:14]1[CH:15]=[CH:16][CH:17]=[C:12]([C:10]2[CH:9]=[CH:8][CH:7]=[C:6]([N:1]3[CH2:2][CH2:3][CH2:4][CH2:5]3)[N:11]=2)[CH:13]=1)=[O:31]. The yield is 0.400. (10) The reactants are C([O:3][C:4](=[O:36])[C:5]([C:8]1[CH:13]=[CH:12][C:11]([CH2:14][CH2:15][N:16]2[CH2:21][CH2:20][CH:19]([C:22]3[N:26]([CH2:27][CH2:28][O:29][CH2:30][CH3:31])[C:25]4[CH:32]=[CH:33][CH:34]=[CH:35][C:24]=4[N:23]=3)[CH2:18][CH2:17]2)=[CH:10][CH:9]=1)([CH3:7])[CH3:6])C.[OH-].[Na+].C(O)C.O. The catalyst is C(O)CCC.C(OC(=O)C)C.C(O)(=O)C. The product is [CH2:30]([O:29][CH2:28][CH2:27][N:26]1[C:25]2[CH:32]=[CH:33][CH:34]=[CH:35][C:24]=2[N:23]=[C:22]1[CH:19]1[CH2:20][CH2:21][N:16]([CH2:15][CH2:14][C:11]2[CH:10]=[CH:9][C:8]([C:5]([CH3:6])([CH3:7])[C:4]([OH:36])=[O:3])=[CH:13][CH:12]=2)[CH2:17][CH2:18]1)[CH3:31]. The yield is 0.850.